This data is from Orexin1 receptor HTS with 218,158 compounds and 233 confirmed actives. The task is: Binary Classification. Given a drug SMILES string, predict its activity (active/inactive) in a high-throughput screening assay against a specified biological target. (1) The drug is O=C(NN\C=C1/N=CC=C1)c1cc([N+]([O-])=O)ccc1. The result is 0 (inactive). (2) The drug is Clc1cc(CC(=O)N(CCCOC)c2c(n(Cc3ccccc3)c(=O)[nH]c2=O)N)ccc1Cl. The result is 0 (inactive). (3) The molecule is S(CC(=O)NCc1occc1)c1sc(NC(=O)CCC)nn1. The result is 0 (inactive). (4) The compound is ClCC(=O)c1ccc(n2nncc2C)cc1. The result is 0 (inactive). (5) The drug is S(=O)(=O)(N(CCC)c1ccc(OCC)cc1)c1cc2NC(=O)COc2cc1. The result is 0 (inactive). (6) The drug is S(=O)(=O)(N1CCN(CC1)Cc1c2c(oc(=O)c1)cc(c(c2)C)C)c1cc2OCCOc2cc1. The result is 0 (inactive). (7) The compound is Clc1cc(C(=O)NNc2ncnc3n(ncc23)C)ccc1Cl. The result is 0 (inactive). (8) The drug is s1c(C2C3=C(OC(N)=C2C(OC)=O)CC(CC3=O)(C)C)ccc1. The result is 0 (inactive).